This data is from Full USPTO retrosynthesis dataset with 1.9M reactions from patents (1976-2016). The task is: Predict the reactants needed to synthesize the given product. (1) Given the product [CH2:23]([N:30]1[CH2:35][CH2:34][N:33]([C:2]2[CH:3]=[CH:4][C:5]3[N:11]4[CH2:12][C@H:8]([CH2:9][CH2:10]4)[N:7]([C:13]([NH:15][C:16]4[CH:21]=[N:20][CH:19]=[CH:18][N:17]=4)=[O:14])[C:6]=3[N:22]=2)[CH2:32][CH:31]1[CH3:36])[C:24]1[CH:29]=[CH:28][CH:27]=[CH:26][CH:25]=1, predict the reactants needed to synthesize it. The reactants are: Cl[C:2]1[CH:3]=[CH:4][C:5]2[N:11]3[CH2:12][C@H:8]([CH2:9][CH2:10]3)[N:7]([C:13]([NH:15][C:16]3[CH:21]=[N:20][CH:19]=[CH:18][N:17]=3)=[O:14])[C:6]=2[N:22]=1.[CH2:23]([N:30]1[CH2:35][CH2:34][NH:33][CH2:32][CH:31]1[CH3:36])[C:24]1[CH:29]=[CH:28][CH:27]=[CH:26][CH:25]=1.C([O-])([O-])=O.[Cs+].[Cs+].O. (2) Given the product [F:1][C:2]([F:14])([F:15])[C:3]1[CH:4]=[C:5]([NH:6][C:21](=[O:22])[C:20]2[CH:24]=[CH:25][C:26]([C:28]([F:29])([F:30])[F:31])=[CH:27][C:19]=2[S:18][CH2:16][CH3:17])[CH:7]=[C:8]([C:10]([F:11])([F:12])[F:13])[CH:9]=1, predict the reactants needed to synthesize it. The reactants are: [F:1][C:2]([F:15])([F:14])[C:3]1[CH:4]=[C:5]([CH:7]=[C:8]([C:10]([F:13])([F:12])[F:11])[CH:9]=1)[NH2:6].[CH2:16]([S:18][C:19]1[CH:27]=[C:26]([C:28]([F:31])([F:30])[F:29])[CH:25]=[CH:24][C:20]=1[C:21](O)=[O:22])[CH3:17].CCN=C=NCCCN(C)C.Cl.C(=O)(O)[O-].[Na+]. (3) Given the product [C:1]1([CH2:7][N:8]2[CH2:14][CH2:13][CH2:12][CH:11]([C:25]#[N:26])[CH2:10][CH2:9]2)[CH:6]=[CH:5][CH:4]=[CH:3][CH:2]=1, predict the reactants needed to synthesize it. The reactants are: [C:1]1([CH2:7][N:8]2[CH2:14][CH2:13][CH2:12][C:11](=O)[CH2:10][CH2:9]2)[CH:6]=[CH:5][CH:4]=[CH:3][CH:2]=1.C1(C)C=CC(S([CH2:25][N+:26]#[C-])(=O)=O)=CC=1.CC(C)([O-])C.[K+]. (4) Given the product [C:1]1([S:7]([N:10]2[C:14]3=[N:15][CH:16]=[CH:17][CH:18]=[C:13]3[CH:12]=[C:11]2[C:19]([O:26][S:43]([C:40]2[CH:41]=[CH:42][C:37]([CH3:57])=[CH:38][CH:39]=2)(=[O:45])=[O:44])=[CH:20][CH:21]2[CH2:22][CH2:23][CH2:24][CH2:25]2)(=[O:8])=[O:9])[CH:2]=[CH:3][CH:4]=[CH:5][CH:6]=1, predict the reactants needed to synthesize it. The reactants are: [C:1]1([S:7]([N:10]2[C:14]3=[N:15][CH:16]=[CH:17][CH:18]=[C:13]3[CH:12]=[C:11]2[C:19](=[O:26])[CH2:20][CH:21]2[CH2:25][CH2:24][CH2:23][CH2:22]2)(=[O:9])=[O:8])[CH:6]=[CH:5][CH:4]=[CH:3][CH:2]=1.C[Si]([N-][Si](C)(C)C)(C)C.[Li+].[C:37]1([CH3:57])[CH:42]=[CH:41][C:40]([S:43](O[S:43]([C:40]2[CH:41]=[CH:42][C:37]([CH3:57])=[CH:38][CH:39]=2)(=[O:45])=[O:44])(=[O:45])=[O:44])=[CH:39][CH:38]=1. (5) Given the product [NH:31]1[CH:32]=[N:33][C:29]([NH:28][S:17]([C:14]2[CH:15]=[CH:16][C:11]([C:9]([NH:8][CH2:7][C:6]3[CH:21]=[CH:22][C:3]([C:2]([F:24])([F:23])[F:1])=[CH:4][CH:5]=3)=[O:10])=[CH:12][CH:13]=2)(=[O:19])=[O:18])=[N:30]1, predict the reactants needed to synthesize it. The reactants are: [F:1][C:2]([F:24])([F:23])[C:3]1[CH:22]=[CH:21][C:6]([CH2:7][NH:8][C:9]([C:11]2[CH:16]=[CH:15][C:14]([S:17](Cl)(=[O:19])=[O:18])=[CH:13][CH:12]=2)=[O:10])=[CH:5][CH:4]=1.C(Cl)Cl.[NH2:28][C:29]1[N:33]=[CH:32][NH:31][N:30]=1.N1C=CC=CC=1.